Dataset: Forward reaction prediction with 1.9M reactions from USPTO patents (1976-2016). Task: Predict the product of the given reaction. (1) Given the reactants [C:1]([C:5]1[CH:10]=[C:9]([C:11]([CH3:14])([CH3:13])[CH3:12])[CH:8]=[C:7]([C:15]([CH3:18])([CH3:17])[CH3:16])[C:6]=1[OH:19])([CH3:4])([CH3:3])[CH3:2].C([Li])CCC.Cl[P:26]1[O:30][C:29]([C:37]2[CH:42]=[CH:41][CH:40]=[CH:39][CH:38]=2)([C:31]2[CH:36]=[CH:35][CH:34]=[CH:33][CH:32]=2)[C:28]([C:49]2[CH:54]=[CH:53][CH:52]=[CH:51][CH:50]=2)([C:43]2[CH:48]=[CH:47][CH:46]=[CH:45][CH:44]=2)[O:27]1, predict the reaction product. The product is: [C:37]1([C:29]2([C:31]3[CH:32]=[CH:33][CH:34]=[CH:35][CH:36]=3)[C:28]([C:43]3[CH:44]=[CH:45][CH:46]=[CH:47][CH:48]=3)([C:49]3[CH:54]=[CH:53][CH:52]=[CH:51][CH:50]=3)[O:27][P:26]([O:19][C:6]3[C:7]([C:15]([CH3:18])([CH3:17])[CH3:16])=[CH:8][C:9]([C:11]([CH3:14])([CH3:13])[CH3:12])=[CH:10][C:5]=3[C:1]([CH3:4])([CH3:3])[CH3:2])[O:30]2)[CH:42]=[CH:41][CH:40]=[CH:39][CH:38]=1. (2) The product is: [CH:1]1([NH:4][C:5]([C:7]2[CH:12]=[C:11]([C:13]3[C:14]([C:27]([NH:67][C:63]4[S:62][CH:66]=[CH:65][N:64]=4)=[O:29])=[CH:15][C:16]([C:19]([NH:21][CH2:22][C:23]([CH3:26])([CH3:24])[CH3:25])=[O:20])=[CH:17][CH:18]=3)[C:10]([CH3:30])=[CH:9][CH:8]=2)=[O:6])[CH2:3][CH2:2]1. Given the reactants [CH:1]1([NH:4][C:5]([C:7]2[CH:8]=[CH:9][C:10]([CH3:30])=[C:11]([C:13]3[C:14]([C:27]([OH:29])=O)=[CH:15][C:16]([C:19]([NH:21][CH2:22][C:23]([CH3:26])([CH3:25])[CH3:24])=[O:20])=[CH:17][CH:18]=3)[CH:12]=2)=[O:6])[CH2:3][CH2:2]1.CN(C(ON1N=NC2C=CC=CC1=2)=[N+](C)C)C.F[P-](F)(F)(F)(F)F.CCN(CC)CC.[S:62]1[CH:66]=[CH:65][N:64]=[C:63]1[NH2:67], predict the reaction product. (3) Given the reactants [NH2:1][C:2]1[S:3][CH:4]=[CH:5][N:6]=1.[C:7](N1C=CN=C1)(N1C=CN=C1)=[O:8].[CH:19]([NH:22][C:23]1[CH:28]=[CH:27][CH:26]=[CH:25][C:24]=1[O:29][C:30]1[CH:35]=[CH:34][CH:33]=[CH:32][CH:31]=1)([CH3:21])[CH3:20], predict the reaction product. The product is: [CH:19]([N:22]([C:23]1[CH:28]=[CH:27][CH:26]=[CH:25][C:24]=1[O:29][C:30]1[CH:35]=[CH:34][CH:33]=[CH:32][CH:31]=1)[C:7]([NH:1][C:2]1[S:3][CH:4]=[CH:5][N:6]=1)=[O:8])([CH3:21])[CH3:20]. (4) Given the reactants [NH2:1][C@H:2]1[CH2:7][CH2:6][N:5]([CH2:8][CH2:9][N:10]2[C:19]3[C:14](=[CH:15][CH:16]=[C:17]([C:20]#[N:21])[CH:18]=3)[CH:13]=[CH:12][C:11]2=[O:22])[CH2:4][C@H:3]1[F:23].[O:24]=[C:25]1[CH2:30][O:29][C:28]2[CH:31]=[CH:32][C:33]([CH:35]=O)=[N:34][C:27]=2[NH:26]1.[C:37]([O:40][BH-]([O:40][C:37](=[O:39])[CH3:38])[O:40][C:37](=[O:39])[CH3:38])(=[O:39])[CH3:38].[Na+].C(Cl)(Cl)[Cl:52].CO, predict the reaction product. The product is: [OH2:22].[C:2](#[N:1])[CH3:3].[C:37]([O-:40])(=[O:39])[CH3:38].[NH4+:26].[ClH:52].[ClH:52].[F:23][C@H:3]1[C@@H:2]([NH:1][CH2:35][C:33]2[CH:32]=[CH:31][C:28]3[O:29][CH2:30][C:25](=[O:24])[NH:26][C:27]=3[N:34]=2)[CH2:7][CH2:6][N:5]([CH2:8][CH2:9][N:10]2[C:19]3[C:14](=[CH:15][CH:16]=[C:17]([C:20]#[N:21])[CH:18]=3)[CH:13]=[CH:12][C:11]2=[O:22])[CH2:4]1. (5) Given the reactants [CH3:1][C:2]1[N:7]=[CH:6][C:5]([N:8]2[CH:12]=[C:11]([C:13]3[S:17][CH:16]=[N:15][CH:14]=3)[N:10]=[C:9]2[C:18]2[CH:23]=[CH:22][C:21]([NH:24][C:25]3[C:30]([NH2:31])=[CH:29][CH:28]=[CH:27][N:26]=3)=[CH:20][CH:19]=2)=[CH:4][CH:3]=1.[C:32](O)([C:34]([F:37])([F:36])[F:35])=O, predict the reaction product. The product is: [F:35][C:34]([F:37])([F:36])[C:32]1[N:24]([C:21]2[CH:20]=[CH:19][C:18]([C:9]3[N:8]([C:5]4[CH:6]=[N:7][C:2]([CH3:1])=[CH:3][CH:4]=4)[CH:12]=[C:11]([C:13]4[S:17][CH:16]=[N:15][CH:14]=4)[N:10]=3)=[CH:23][CH:22]=2)[C:25]2=[N:26][CH:27]=[CH:28][CH:29]=[C:30]2[N:31]=1.